From a dataset of Forward reaction prediction with 1.9M reactions from USPTO patents (1976-2016). Predict the product of the given reaction. (1) Given the reactants Cl[C:2]1[C:7]([C:8]([N:10]2[CH2:15][CH2:14][CH:13]([C:16]3[CH:21]=[CH:20][C:19]([F:22])=[CH:18][CH:17]=3)[CH2:12][CH2:11]2)=[O:9])=[CH:6][N:5]([CH3:23])[C:4](=[O:24])[C:3]=1[CH3:25].[F:26][C:27]1[CH:33]=[C:32]([F:34])[C:31]([F:35])=[CH:30][C:28]=1[NH2:29], predict the reaction product. The product is: [F:22][C:19]1[CH:20]=[CH:21][C:16]([CH:13]2[CH2:14][CH2:15][N:10]([C:8]([C:7]3[C:2]([NH:29][C:28]4[CH:30]=[C:31]([F:35])[C:32]([F:34])=[CH:33][C:27]=4[F:26])=[C:3]([CH3:25])[C:4](=[O:24])[N:5]([CH3:23])[CH:6]=3)=[O:9])[CH2:11][CH2:12]2)=[CH:17][CH:18]=1. (2) The product is: [N:44]1[C:45]2[C:50](=[CH:49][CH:48]=[CH:47][CH:46]=2)[CH:51]=[CH:52][C:43]=1[N:41]1[CH2:40][CH:39]([O:38][C:37]2[C:28]([CH:11]3[CH2:16][CH2:15][N:14]([C:17]([O:19][CH2:20][C:21]4[CH:26]=[CH:25][CH:24]=[CH:23][CH:22]=4)=[O:18])[CH2:13][CH2:12]3)=[N:29][C:30]3[C:35]([N:36]=2)=[CH:34][CH:33]=[CH:32][CH:31]=3)[CH2:42]1. Given the reactants C[Si](Cl)(C)C.BrCCBr.I[CH:11]1[CH2:16][CH2:15][N:14]([C:17]([O:19][CH2:20][C:21]2[CH:26]=[CH:25][CH:24]=[CH:23][CH:22]=2)=[O:18])[CH2:13][CH2:12]1.Cl[C:28]1[C:37]([O:38][CH:39]2[CH2:42][N:41]([C:43]3[CH:52]=[CH:51][C:50]4[C:45](=[CH:46][CH:47]=[CH:48][CH:49]=4)[N:44]=3)[CH2:40]2)=[N:36][C:35]2[C:30](=[CH:31][CH:32]=[CH:33][CH:34]=2)[N:29]=1, predict the reaction product. (3) Given the reactants [CH:1]1[C:13]2[NH:12][C:11]3[C:6](=[CH:7][CH:8]=[CH:9][CH:10]=3)[C:5]=2[C:4]([O:14][CH:15]([C:19]2[CH:24]=[CH:23][CH:22]=[CH:21][CH:20]=2)[C:16]([OH:18])=[O:17])=[CH:3][CH:2]=1.C1C2NC3C(=CC=CC=3)C=2C(OC(C)(C)C(O)=O)=CC=1.Cl[CH2:46][C:47]1[CH:65]=[CH:64][C:50]([O:51][CH2:52][C:53]2[N:54]=[C:55]([C:59]3[O:60][CH:61]=[CH:62][CH:63]=3)[O:56][C:57]=2[CH3:58])=[C:49]([O:66][CH3:67])[CH:48]=1.ClCC1C=CC(OCC2N=C(C3C=CC=CC=3)OC=2C)=C(OC)C=1, predict the reaction product. The product is: [O:60]1[CH:61]=[CH:62][CH:63]=[C:59]1[C:55]1[O:56][C:57]([CH3:58])=[C:53]([CH2:52][O:51][C:50]2[CH:64]=[CH:65][C:47]([CH2:46][N:12]3[C:13]4[CH:1]=[CH:2][CH:3]=[C:4]([O:14][CH:15]([C:19]5[CH:24]=[CH:23][CH:22]=[CH:21][CH:20]=5)[C:16]([OH:18])=[O:17])[C:5]=4[C:6]4[C:11]3=[CH:10][CH:9]=[CH:8][CH:7]=4)=[CH:48][C:49]=2[O:66][CH3:67])[N:54]=1.